Dataset: Full USPTO retrosynthesis dataset with 1.9M reactions from patents (1976-2016). Task: Predict the reactants needed to synthesize the given product. (1) Given the product [C:1]([C:21]1[N:17]([CH3:16])[C:18]([CH2:22][C:23]([O:25][CH3:26])=[O:24])=[CH:19][CH:20]=1)(=[O:10])[C:2]1[CH:7]=[CH:6][C:5]([O:8][CH3:9])=[CH:4][CH:3]=1, predict the reactants needed to synthesize it. The reactants are: [C:1](Cl)(=[O:10])[C:2]1[CH:7]=[CH:6][C:5]([O:8][CH3:9])=[CH:4][CH:3]=1.[Cl-].[Al+3].[Cl-].[Cl-].[CH3:16][N:17]1[CH:21]=[CH:20][CH:19]=[C:18]1[CH2:22][C:23]([O:25][CH3:26])=[O:24].Cl. (2) Given the product [Cl:14][C:15]1[CH:16]=[C:17]([CH:21]=[CH:22][CH:23]=1)[C:18]([N:12]=[C:10]1[N:9]([CH:25]([CH2:30][CH3:31])[C:26]([OH:28])=[O:27])[C:8]2[CH:13]=[C:4]([O:3][CH2:1][CH3:2])[CH:5]=[CH:6][C:7]=2[S:11]1)=[O:19], predict the reactants needed to synthesize it. The reactants are: [CH2:1]([O:3][C:4]1[CH:5]=[CH:6][C:7]2[S:11][C:10]([NH2:12])=[N:9][C:8]=2[CH:13]=1)[CH3:2].[Cl:14][C:15]1[CH:16]=[C:17]([CH:21]=[CH:22][CH:23]=1)[C:18](Cl)=[O:19].Br[CH:25]([CH2:30][CH3:31])[C:26]([O:28]C)=[O:27].FC1C2N=C(N)SC=2C=C(F)C=1.C1(C)C=CC(C(Cl)=O)=CC=1.BrCC(OCC)=O. (3) Given the product [CH:4]1([N:13]2[CH2:14][CH2:15][CH2:16][C:17]3[CH:22]=[CH:21][C:20]([NH:23][C:24](=[O:33])[O:25][CH2:26][C:27]4[CH:28]=[CH:29][CH:30]=[CH:31][CH:32]=4)=[CH:19][C:18]=3[CH2:12]2)[CH2:6][CH2:5]1, predict the reactants needed to synthesize it. The reactants are: C(O[C:4]1(O[Si](C)(C)C)[CH2:6][CH2:5]1)C.[CH2:12]1[C:18]2[CH:19]=[C:20]([NH:23][C:24](=[O:33])[O:25][CH2:26][C:27]3[CH:32]=[CH:31][CH:30]=[CH:29][CH:28]=3)[CH:21]=[CH:22][C:17]=2[CH2:16][CH2:15][CH2:14][NH:13]1.[BH3-]C#N.[Na+].C(O)(=O)C.